The task is: Predict the reactants needed to synthesize the given product.. This data is from Full USPTO retrosynthesis dataset with 1.9M reactions from patents (1976-2016). Given the product [Br:1][C:2]1[CH:15]=[CH:14][CH:13]=[C:12]2[C:3]=1[O:4][C:5]1[CH:6]=[CH:7][C:8]([NH:16][C:19]3[CH:18]=[N:17][CH:22]=[CH:21][CH:20]=3)=[CH:9][C:10]=1[CH2:11]2, predict the reactants needed to synthesize it. The reactants are: [Br:1][C:2]1[CH:15]=[CH:14][CH:13]=[C:12]2[C:3]=1[O:4][C:5]1[CH:6]=[CH:7][C:8]([NH2:16])=[CH:9][C:10]=1[CH2:11]2.[N:17]1[CH:22]=[CH:21][CH:20]=[C:19](B(O)O)[CH:18]=1.C(N(CC)CC)C.C(OCC)(=O)C.